The task is: Regression. Given two drug SMILES strings and cell line genomic features, predict the synergy score measuring deviation from expected non-interaction effect.. This data is from NCI-60 drug combinations with 297,098 pairs across 59 cell lines. (1) Drug 1: C1CCN(CC1)CCOC2=CC=C(C=C2)C(=O)C3=C(SC4=C3C=CC(=C4)O)C5=CC=C(C=C5)O. Drug 2: C1=NC(=NC(=O)N1C2C(C(C(O2)CO)O)O)N. Cell line: MOLT-4. Synergy scores: CSS=5.37, Synergy_ZIP=0.625, Synergy_Bliss=1.51, Synergy_Loewe=-8.34, Synergy_HSA=-3.85. (2) Drug 1: C1=CC(=C2C(=C1NCCNCCO)C(=O)C3=C(C=CC(=C3C2=O)O)O)NCCNCCO. Drug 2: C1CCC(CC1)NC(=O)N(CCCl)N=O. Cell line: SF-539. Synergy scores: CSS=33.0, Synergy_ZIP=-6.44, Synergy_Bliss=-6.28, Synergy_Loewe=-9.19, Synergy_HSA=-2.15. (3) Drug 1: CCCCC(=O)OCC(=O)C1(CC(C2=C(C1)C(=C3C(=C2O)C(=O)C4=C(C3=O)C=CC=C4OC)O)OC5CC(C(C(O5)C)O)NC(=O)C(F)(F)F)O. Drug 2: CCCCCOC(=O)NC1=NC(=O)N(C=C1F)C2C(C(C(O2)C)O)O. Cell line: KM12. Synergy scores: CSS=50.9, Synergy_ZIP=7.91, Synergy_Bliss=13.3, Synergy_Loewe=-5.40, Synergy_HSA=4.54. (4) Cell line: HOP-62. Synergy scores: CSS=25.0, Synergy_ZIP=5.07, Synergy_Bliss=9.20, Synergy_Loewe=9.12, Synergy_HSA=8.98. Drug 2: CC1C(C(CC(O1)OC2CC(OC(C2O)C)OC3=CC4=CC5=C(C(=O)C(C(C5)C(C(=O)C(C(C)O)O)OC)OC6CC(C(C(O6)C)O)OC7CC(C(C(O7)C)O)OC8CC(C(C(O8)C)O)(C)O)C(=C4C(=C3C)O)O)O)O. Drug 1: COC1=C(C=C2C(=C1)N=CN=C2NC3=CC(=C(C=C3)F)Cl)OCCCN4CCOCC4. (5) Drug 1: C1CCC(C1)C(CC#N)N2C=C(C=N2)C3=C4C=CNC4=NC=N3. Cell line: BT-549. Drug 2: C1CN(P(=O)(OC1)NCCCl)CCCl. Synergy scores: CSS=-2.98, Synergy_ZIP=4.19, Synergy_Bliss=3.24, Synergy_Loewe=-0.0252, Synergy_HSA=0.134. (6) Drug 1: CN1CCC(CC1)COC2=C(C=C3C(=C2)N=CN=C3NC4=C(C=C(C=C4)Br)F)OC. Drug 2: CC1=CC2C(CCC3(C2CCC3(C(=O)C)OC(=O)C)C)C4(C1=CC(=O)CC4)C. Cell line: T-47D. Synergy scores: CSS=15.9, Synergy_ZIP=-4.49, Synergy_Bliss=3.48, Synergy_Loewe=6.48, Synergy_HSA=6.63. (7) Drug 2: CC(C)NC(=O)C1=CC=C(C=C1)CNNC.Cl. Cell line: MDA-MB-435. Drug 1: CC1=C(C=C(C=C1)NC(=O)C2=CC=C(C=C2)CN3CCN(CC3)C)NC4=NC=CC(=N4)C5=CN=CC=C5. Synergy scores: CSS=2.07, Synergy_ZIP=5.84, Synergy_Bliss=13.0, Synergy_Loewe=3.45, Synergy_HSA=2.61.